This data is from Reaction yield outcomes from USPTO patents with 853,638 reactions. The task is: Predict the reaction yield, written as a fraction of the theoretical maximum amount of product (1.0 means a 100% yield; for example, 0.34 means a 34% yield). (1) The yield is 0.880. The reactants are FC(F)(F)C([N:5]1[CH2:10][CH2:9][CH:8]([C:11]2[C:20]3[C:15](=[CH:16][C:17]([O:21][CH3:22])=[CH:18][CH:19]=3)[CH2:14][CH2:13][N:12]=2)[CH2:7][CH2:6]1)=O.C([O-])([O-])=O.[K+].[K+]. The product is [CH3:22][O:21][C:17]1[CH:16]=[C:15]2[C:20](=[CH:19][CH:18]=1)[C:11]([CH:8]1[CH2:9][CH2:10][NH:5][CH2:6][CH2:7]1)=[N:12][CH2:13][CH2:14]2. No catalyst specified. (2) The reactants are [C:1]([N:8]1[CH2:13][CH2:12][NH:11][CH2:10][CH2:9]1)([O:3][C:4]([CH3:7])([CH3:6])[CH3:5])=[O:2].Cl[C:15]1[N:23]=[CH:22][N:21]=[C:20]2[C:16]=1[NH:17][CH:18]=[N:19]2. No catalyst specified. The product is [N:23]1[C:15]([N:11]2[CH2:10][CH2:9][N:8]([C:1]([O:3][C:4]([CH3:7])([CH3:6])[CH3:5])=[O:2])[CH2:13][CH2:12]2)=[C:16]2[C:20]([N:19]=[CH:18][NH:17]2)=[N:21][CH:22]=1. The yield is 0.920.